The task is: Predict which catalyst facilitates the given reaction.. This data is from Catalyst prediction with 721,799 reactions and 888 catalyst types from USPTO. (1) The catalyst class is: 100. Product: [CH3:1][C:2]1([CH3:18])[O:6][C@@H:5]([C@@H:7]2[C@@H:11]3[O:12][C:13]([CH3:16])([CH3:15])[O:14][C@:10]3([CH2:19][OH:20])[CH:9]([OH:17])[O:8]2)[CH2:4][O:3]1. Reactant: [CH3:1][C:2]1([CH3:18])[O:6][C@@H:5]([C@@H:7]2[C@@H:11]3[O:12][C:13]([CH3:16])([CH3:15])[O:14][C@@H:10]3[C@@H:9]([OH:17])[O:8]2)[CH2:4][O:3]1.[C:19]([O-])([O-])=[O:20].[K+].[K+].C(O)=O.OS(O)(=O)=O. (2) Reactant: [N:1]1([C:7]([N:9]2[CH2:14][CH:13]([C:15]3[CH:20]=[CH:19][C:18]([CH2:21][C:22]([F:25])([F:24])[F:23])=[CH:17][CH:16]=3)[CH2:12][CH:11]([C:26](O)=[O:27])[CH2:10]2)=[O:8])[CH2:6][CH2:5][S:4][CH2:3][CH2:2]1.C[N:30]([C:32]([O:36]N1N=NC2C=CC=NC1=2)=[N+:33](C)C)C.F[P-](F)(F)(F)(F)F.[CH3:53][CH2:54]N(C(C)C)C(C)C. Product: [CH2:53]([O:36][C:32]1[N:30]=[C:26]([CH:11]2[CH2:12][CH:13]([C:15]3[CH:20]=[CH:19][C:18]([CH2:21][C:22]([F:23])([F:25])[F:24])=[CH:17][CH:16]=3)[CH2:14][N:9]([C:7]([N:1]3[CH2:6][CH2:5][S:4][CH2:3][CH2:2]3)=[O:8])[CH2:10]2)[O:27][N:33]=1)[CH3:54]. The catalyst class is: 9. (3) Reactant: C(=O)([O-])[O-].[Na+].[Na+].[NH:7]1[CH2:12][CH2:11][CH2:10][CH:9]([CH2:13][OH:14])[CH2:8]1.[CH2:15]([O:22][C:23](Cl)=[O:24])[C:16]1[CH:21]=[CH:20][CH:19]=[CH:18][CH:17]=1. Product: [CH2:15]([O:22][C:23]([N:7]1[CH2:12][CH2:11][CH2:10][CH:9]([CH2:13][OH:14])[CH2:8]1)=[O:24])[C:16]1[CH:21]=[CH:20][CH:19]=[CH:18][CH:17]=1. The catalyst class is: 7. (4) Reactant: [C:1]1([C:7]2[C:11]([C:12]([OH:14])=[O:13])=[CH:10][NH:9][N:8]=2)[CH:6]=[CH:5][CH:4]=[CH:3][CH:2]=1.[CH3:15][Si](C=[N+]=[N-])(C)C. Product: [C:1]1([C:7]2[C:11]([C:12]([O:14][CH3:15])=[O:13])=[CH:10][NH:9][N:8]=2)[CH:2]=[CH:3][CH:4]=[CH:5][CH:6]=1. The catalyst class is: 98. (5) Reactant: Br[C:2]1[CH:23]=[CH:22][C:5]2[C:6]3[N:7]([CH:11]=[C:12]([C:14]4[N:18]([CH:19]([CH3:21])[CH3:20])[N:17]=[CH:16][N:15]=4)[N:13]=3)[CH2:8][CH2:9][O:10][C:4]=2[CH:3]=1.O[C@H:25]1[CH2:29][NH:28][C@H:27]([C:30]([OH:32])=[O:31])[CH2:26]1.P([O-])([O-])([O-])=O.[K+].[K+].[K+].[CH3:41]S(C)=O. Product: [CH:19]([N:18]1[C:14]([C:12]2[N:13]=[C:6]3[N:7]([CH2:8][CH2:9][O:10][C:4]4[CH:3]=[C:2]([N:28]5[CH2:29][CH2:25][CH2:41][CH2:26][CH:27]5[C:30]([OH:32])=[O:31])[CH:23]=[CH:22][C:5]=43)[CH:11]=2)=[N:15][CH:16]=[N:17]1)([CH3:21])[CH3:20]. The catalyst class is: 205. (6) Reactant: [OH:1][C@H:2]([C@@H:14]([NH:19][C:20](=[O:43])[O:21][C@H:22]([CH2:27][N:28]1[CH:32]=[CH:31][C:30]([C:33]2[CH:38]=[CH:37][C:36]([C:39]([F:42])([F:41])[F:40])=[CH:35][CH:34]=2)=[N:29]1)[C:23]([CH3:26])([CH3:25])[CH3:24])[CH2:15][CH2:16][CH2:17][CH3:18])[CH2:3][NH:4][S:5]([C:8]1[CH:13]=[CH:12][CH:11]=[CH:10][N:9]=1)(=[O:7])=[O:6].O[C@@H]([C@@H](NC(=O)O[C@H](CN1C=CC(C2C=CC(C(F)(F)F)=CC=2)=N1)C(C)(C)C)CCCC)CNS(C1C=CC=CN=1)(=O)=O.CC(OI1(OC(C)=O)(OC(C)=O)OC(=O)C2C=CC=CC1=2)=O. Product: [N:9]1[CH:10]=[CH:11][CH:12]=[CH:13][C:8]=1[S:5]([NH:4][CH2:3][C:2]([C@@H:14]([NH:19][C:20](=[O:43])[O:21][C@H:22]([CH2:27][N:28]1[CH:32]=[CH:31][C:30]([C:33]2[CH:38]=[CH:37][C:36]([C:39]([F:42])([F:40])[F:41])=[CH:35][CH:34]=2)=[N:29]1)[C:23]([CH3:25])([CH3:26])[CH3:24])[CH2:15][CH2:16][CH2:17][CH3:18])=[O:1])(=[O:6])=[O:7]. The catalyst class is: 4. (7) Reactant: [CH2:1]([N:8]1[CH2:13][CH2:12][C:11]([N:20]([C:27]2[CH:32]=[CH:31][CH:30]=[CH:29][CH:28]=2)[C:21](=[O:26])[C:22]([F:25])([F:24])[F:23])([C:14]2[S:15][CH:16]=[C:17]([CH3:19])[N:18]=2)[CH2:10][CH:9]1[CH3:33])[C:2]1[CH:7]=[CH:6][CH:5]=[CH:4][CH:3]=1.[C:34]([OH:41])(=[O:40])/[CH:35]=[CH:36]/[C:37]([OH:39])=[O:38]. Product: [C:34]([OH:41])(=[O:40])/[CH:35]=[CH:36]/[C:37]([OH:39])=[O:38].[CH2:1]([N:8]1[CH2:13][CH2:12][C:11]([N:20]([C:27]2[CH:28]=[CH:29][CH:30]=[CH:31][CH:32]=2)[C:21](=[O:26])[C:22]([F:23])([F:24])[F:25])([C:14]2[S:15][CH:16]=[C:17]([CH3:19])[N:18]=2)[CH2:10][CH:9]1[CH3:33])[C:2]1[CH:7]=[CH:6][CH:5]=[CH:4][CH:3]=1. The catalyst class is: 8.